The task is: Predict the reaction yield, written as a fraction of the theoretical maximum amount of product (1.0 means a 100% yield; for example, 0.34 means a 34% yield).. This data is from Reaction yield outcomes from USPTO patents with 853,638 reactions. The reactants are [F:1][C:2]1[CH:3]=[C:4]([CH:49]=[CH:50][CH:51]=1)[CH2:5][N:6]1[C:10]([CH3:11])=[C:9]([C:12]2[C:20]3[C:15](=[N:16][CH:17]=[C:18]([C:21]4[CH:22]=[CH:23][C:24]([N:32]5[CH2:37][CH2:36][O:35][CH2:34][CH2:33]5)=[C:25]([NH:27][S:28]([CH3:31])(=[O:30])=[O:29])[CH:26]=4)[CH:19]=3)[N:14](S(C3C=CC(C)=CC=3)(=O)=O)[CH:13]=2)[C:8]([CH3:48])=[N:7]1.[OH-].[Li+]. The catalyst is C1COCC1.CO.O. The product is [F:1][C:2]1[CH:3]=[C:4]([CH:49]=[CH:50][CH:51]=1)[CH2:5][N:6]1[C:10]([CH3:11])=[C:9]([C:12]2[C:20]3[C:15](=[N:16][CH:17]=[C:18]([C:21]4[CH:22]=[CH:23][C:24]([N:32]5[CH2:33][CH2:34][O:35][CH2:36][CH2:37]5)=[C:25]([NH:27][S:28]([CH3:31])(=[O:29])=[O:30])[CH:26]=4)[CH:19]=3)[NH:14][CH:13]=2)[C:8]([CH3:48])=[N:7]1. The yield is 0.195.